Dataset: Forward reaction prediction with 1.9M reactions from USPTO patents (1976-2016). Task: Predict the product of the given reaction. (1) Given the reactants Br[C:2]1[C:13](=[O:14])[N:12]([CH2:15][CH3:16])[C:5]2[N:6]=[C:7]([S:10][CH3:11])[N:8]=[CH:9][C:4]=2[CH:3]=1.[CH3:17][S:18]([C:21]1[CH:26]=[CH:25][CH:24]=[CH:23][C:22]=1B(O)O)(=[O:20])=[O:19].P([O-])([O-])([O-])=O.[K+].[K+].[K+], predict the reaction product. The product is: [CH2:15]([N:12]1[C:5]2[N:6]=[C:7]([S:10][CH3:11])[N:8]=[CH:9][C:4]=2[CH:3]=[C:2]([C:22]2[CH:23]=[CH:24][CH:25]=[CH:26][C:21]=2[S:18]([CH3:17])(=[O:20])=[O:19])[C:13]1=[O:14])[CH3:16]. (2) Given the reactants [Br:1][C:2]1[CH:9]=[C:8](F)[CH:7]=[CH:6][C:3]=1[CH:4]=[O:5].C(=O)([O-])[O-].[K+].[K+].[C:17]1([OH:23])[CH:22]=[CH:21][CH:20]=[CH:19][CH:18]=1, predict the reaction product. The product is: [Br:1][C:2]1[CH:9]=[C:8]([O:23][C:17]2[CH:22]=[CH:21][CH:20]=[CH:19][CH:18]=2)[CH:7]=[CH:6][C:3]=1[CH:4]=[O:5]. (3) Given the reactants [NH2:1][CH:2]1[CH2:6][CH2:5][N:4]([C:7]2[CH:14]=[CH:13][C:10]([C:11]#[N:12])=[CH:9][N:8]=2)[CH2:3]1.[Cl:15][C:16]1[CH:23]=[C:22]([Cl:24])[CH:21]=[CH:20][C:17]=1[CH:18]=O.[BH4-].[Na+], predict the reaction product. The product is: [NH3:1].[Cl:15][C:16]1[CH:23]=[C:22]([Cl:24])[CH:21]=[CH:20][C:17]=1[CH2:18][NH:1][CH:2]1[CH2:6][CH2:5][N:4]([C:7]2[CH:14]=[CH:13][C:10]([C:11]#[N:12])=[CH:9][N:8]=2)[CH2:3]1. (4) Given the reactants [C:1]1([C:7]([C:10]2[CH:15]=[CH:14][CH:13]=[CH:12][CH:11]=2)=[CH:8][CH3:9])[CH:6]=[CH:5][CH:4]=[CH:3][CH:2]=1.ClCCCl.[Br:20]Br.N1C=CC=CC=1, predict the reaction product. The product is: [Br:20][C:8]([CH3:9])=[C:7]([C:10]1[CH:11]=[CH:12][CH:13]=[CH:14][CH:15]=1)[C:1]1[CH:6]=[CH:5][CH:4]=[CH:3][CH:2]=1. (5) The product is: [NH2:35][C@@H:36]([CH:40]1[CH2:45][CH2:44][C:43]([F:46])([F:47])[CH2:42][CH2:41]1)[C:37]([N:17]1[C@H:16]([C:14]([NH:13][C@H:6]2[C:7]3[C:12](=[CH:11][CH:10]=[CH:9][CH:8]=3)[O:3][CH2:4][CH2:5]2)=[O:15])[CH2:21][N:20]2[CH2:22][CH2:23][CH2:24][C@H:19]2[CH2:18]1)=[O:38]. Given the reactants Cl.Cl.[O:3]1[C:12]2[C:7](=[CH:8][CH:9]=[CH:10][CH:11]=2)[C@H:6]([NH:13][C:14]([C@@H:16]2[CH2:21][N:20]3[CH2:22][CH2:23][CH2:24][C@H:19]3[CH2:18][NH:17]2)=[O:15])[CH2:5][CH2:4]1.C(OC([NH:35][C@@H:36]([CH:40]1[CH2:45][CH2:44][C:43]([F:47])([F:46])[CH2:42][CH2:41]1)[C:37](O)=[O:38])=O)C1C=CC=CC=1.C(N(CC)C(C)C)(C)C.F[P-](F)(F)(F)(F)F.N1(OC(N(C)C)=[N+](C)C)C2N=CC=CC=2N=N1, predict the reaction product. (6) Given the reactants [Br:1][C:2]1[C:7]([NH:8][C:9](=O)[CH2:10][O:11][CH3:12])=[CH:6][C:5]([F:14])=[CH:4][N:3]=1.B.C1COCC1, predict the reaction product. The product is: [Br:1][C:2]1[C:7]([NH:8][CH2:9][CH2:10][O:11][CH3:12])=[CH:6][C:5]([F:14])=[CH:4][N:3]=1. (7) Given the reactants [Cl-].[Ca+2].[Cl-].[O:4]1[CH:6]([CH2:7][CH2:8][CH2:9][CH2:10][CH2:11][CH2:12][CH2:13][CH2:14][CH2:15][CH3:16])[CH2:5]1.S(=O)(=O)(O)O.[CH2:22]([OH:27])[CH2:23][CH2:24][CH2:25][OH:26].[C:28](=O)([O-])[OH:29].[Na+], predict the reaction product. The product is: [OH:26][CH2:25][CH2:16][CH2:15][CH2:14][CH2:13][CH2:12][CH2:11][CH2:10][CH2:9][CH2:8][CH2:7][CH2:6][O:4][CH2:5][CH2:28][OH:29].[CH2:22]([OH:27])[CH2:23][CH2:24][CH2:25][OH:26]. (8) Given the reactants [Cl:1][C:2]1[CH:7]=[C:6]([Cl:8])[CH:5]=[CH:4][C:3]=1[C:9]([F:14])([F:13])[C:10]([OH:12])=O.P(Cl)(Cl)(Cl)=O.Cl.[NH2:21][CH2:22][C:23]1[CH:24]=[C:25]2[C:29](=[CH:30][CH:31]=1)[C:28](=[O:32])[N:27]([CH:33]1[CH2:38][CH2:37][C:36](=[O:39])[NH:35][C:34]1=[O:40])[CH2:26]2.C(=O)(O)[O-].[Na+], predict the reaction product. The product is: [Cl:1][C:2]1[CH:7]=[C:6]([Cl:8])[CH:5]=[CH:4][C:3]=1[C:9]([F:14])([F:13])[C:10]([NH:21][CH2:22][C:23]1[CH:24]=[C:25]2[C:29](=[CH:30][CH:31]=1)[C:28](=[O:32])[N:27]([CH:33]1[CH2:38][CH2:37][C:36](=[O:39])[NH:35][C:34]1=[O:40])[CH2:26]2)=[O:12].